Dataset: Catalyst prediction with 721,799 reactions and 888 catalyst types from USPTO. Task: Predict which catalyst facilitates the given reaction. Reactant: [C:1]([C:3]1[CH:4]=[C:5]([C:10]2[O:14][C:13]([NH:15][C:16]([NH:18][CH2:19][C:20]3[CH:25]=[CH:24][CH:23]=[C:22]([F:26])[CH:21]=3)=[O:17])=[N:12][N:11]=2)[CH:6]=[CH:7][C:8]=1F)#[N:2].O.[NH2:28][NH2:29]. Product: [NH2:2][C:1]1[C:3]2[C:8](=[CH:7][CH:6]=[C:5]([C:10]3[O:14][C:13]([NH:15][C:16]([NH:18][CH2:19][C:20]4[CH:25]=[CH:24][CH:23]=[C:22]([F:26])[CH:21]=4)=[O:17])=[N:12][N:11]=3)[CH:4]=2)[NH:29][N:28]=1. The catalyst class is: 51.